This data is from Peptide-MHC class I binding affinity with 185,985 pairs from IEDB/IMGT. The task is: Regression. Given a peptide amino acid sequence and an MHC pseudo amino acid sequence, predict their binding affinity value. This is MHC class I binding data. The peptide sequence is AQIGVIGVF. The MHC is HLA-B57:01 with pseudo-sequence HLA-B57:01. The binding affinity (normalized) is 0.0847.